This data is from Reaction yield outcomes from USPTO patents with 853,638 reactions. The task is: Predict the reaction yield, written as a fraction of the theoretical maximum amount of product (1.0 means a 100% yield; for example, 0.34 means a 34% yield). (1) The reactants are [C:1]([C:3]1[C:4](C)([OH:10])[NH:5][CH:6]=[CH:7][C:8]=1[CH3:9])#[N:2].[CH3:12]O. The catalyst is [Ni].N. The product is [NH2:2][CH2:1][C:3]1[C:4](=[O:10])[NH:5][C:6]([CH3:12])=[CH:7][C:8]=1[CH3:9]. The yield is 1.00. (2) The reactants are C([O-])([O-])=O.[K+].[K+].[CH3:7][O:8][C:9](=[O:22])/[CH:10]=[CH:11]\[CH2:12][NH:13][C:14]1[CH:19]=[C:18]([Cl:20])[CH:17]=[CH:16][C:15]=1[OH:21]. The catalyst is CO. The product is [CH3:7][O:8][C:9](=[O:22])[CH2:10][CH:11]1[CH2:12][NH:13][C:14]2[CH:19]=[C:18]([Cl:20])[CH:17]=[CH:16][C:15]=2[O:21]1. The yield is 0.750.